Dataset: Catalyst prediction with 721,799 reactions and 888 catalyst types from USPTO. Task: Predict which catalyst facilitates the given reaction. (1) Reactant: [C:1]([CH:3]1[CH2:8][CH2:7][N:6]([C:9](=[O:35])[C@H:10]([NH:14][C:15]([C:17]2[C:25]3[C:20](=[N:21][CH:22]=[C:23](Br)[N:24]=3)[N:19]([CH2:27][O:28][CH2:29][CH2:30][Si:31]([CH3:34])([CH3:33])[CH3:32])[CH:18]=2)=[O:16])[CH:11]2[CH2:13][CH2:12]2)[CH2:5][CH2:4]1)#[N:2].[C:36]([C:40]1[CH:45]=[CH:44][N:43]=[C:42]([Sn](CCCC)(CCCC)CCCC)[CH:41]=1)([CH3:39])([CH3:38])[CH3:37]. Product: [C:1]([CH:3]1[CH2:8][CH2:7][N:6]([C:9](=[O:35])[C@H:10]([NH:14][C:15]([C:17]2[C:25]3[C:20](=[N:21][CH:22]=[C:23]([C:42]4[CH:41]=[C:40]([C:36]([CH3:39])([CH3:38])[CH3:37])[CH:45]=[CH:44][N:43]=4)[N:24]=3)[N:19]([CH2:27][O:28][CH2:29][CH2:30][Si:31]([CH3:34])([CH3:33])[CH3:32])[CH:18]=2)=[O:16])[CH:11]2[CH2:13][CH2:12]2)[CH2:5][CH2:4]1)#[N:2]. The catalyst class is: 441. (2) Reactant: [Cl:1][C:2]1[CH:11]=[CH:10][C:5]2[NH:6][C:7](=[S:9])[NH:8][C:4]=2[CH:3]=1.Br[CH2:13][CH2:14][NH:15][C:16](=[O:22])[O:17][C:18]([CH3:21])([CH3:20])[CH3:19].C([O-])([O-])=O.[Cs+].[Cs+]. Product: [Cl:1][C:2]1[CH:11]=[CH:10][C:5]2[NH:6][C:7]([S:9][CH2:13][CH2:14][NH:15][C:16](=[O:22])[O:17][C:18]([CH3:21])([CH3:20])[CH3:19])=[N:8][C:4]=2[CH:3]=1. The catalyst class is: 18. (3) Reactant: [Mg].[Cl:2][C:3]1[CH:8]=[C:7]([O:9][CH3:10])[CH:6]=[CH:5][C:4]=1[CH:11](Cl)[CH3:12].CON(C)[C:17]([C:19]1[CH:34]=[CH:33][C:22]2[N:23]([CH2:30][CH:31]=[CH2:32])[C:24](=[O:29])[N:25]([CH2:26][CH:27]=[CH2:28])[C:21]=2[CH:20]=1)=[O:18].O. Product: [CH2:30]([N:23]1[C:22]2[CH:33]=[CH:34][C:19]([C:17](=[O:18])[CH:11]([C:4]3[CH:5]=[CH:6][C:7]([O:9][CH3:10])=[CH:8][C:3]=3[Cl:2])[CH3:12])=[CH:20][C:21]=2[N:25]([CH2:26][CH:27]=[CH2:28])[C:24]1=[O:29])[CH:31]=[CH2:32]. The catalyst class is: 1. (4) Reactant: [NH:1]1[C:9]2[C:4](=[CH:5][CH:6]=[CH:7][CH:8]=2)[CH:3]=[CH:2]1.[C:10]1([CH3:22])[CH:15]=[C:14]([CH3:16])[CH:13]=[C:12]([CH3:17])[C:11]=1[S:18](Cl)(=[O:20])=[O:19].[H-].[Na+]. Product: [CH3:22][C:10]1[CH:15]=[C:14]([CH3:16])[CH:13]=[C:12]([CH3:17])[C:11]=1[S:18]([N:1]1[C:9]2[C:4](=[CH:5][CH:6]=[CH:7][CH:8]=2)[CH:3]=[CH:2]1)(=[O:19])=[O:20]. The catalyst class is: 49. (5) The catalyst class is: 8. Reactant: [CH3:1][O:2][C:3]1[CH:8]=[CH:7][C:6]([CH2:9][C:10]([O:12]C)=[O:11])=[CH:5][C:4]=1[O:14][CH2:15][CH2:16][CH2:17][O:18][CH3:19].[OH-].[Na+]. Product: [CH3:1][O:2][C:3]1[CH:8]=[CH:7][C:6]([CH2:9][C:10]([OH:12])=[O:11])=[CH:5][C:4]=1[O:14][CH2:15][CH2:16][CH2:17][O:18][CH3:19]. (6) Reactant: C[N:2]([CH:4]=[C:5]1[CH2:11][CH2:10][CH2:9][C:8]2[CH:12]=[C:13]([N:17]3[CH2:21][C@H:20]([CH2:22][NH:23][C:24](=[O:26])[CH3:25])[O:19][C:18]3=[O:27])[CH:14]=[C:15]([F:16])[C:7]=2[C:6]1=O)C.O.[NH2:30]N. Product: [F:16][C:15]1[C:7]2[C:6]3[NH:30][N:2]=[CH:4][C:5]=3[CH2:11][CH2:10][CH2:9][C:8]=2[CH:12]=[C:13]([N:17]2[CH2:21][C@H:20]([CH2:22][NH:23][C:24](=[O:26])[CH3:25])[O:19][C:18]2=[O:27])[CH:14]=1. The catalyst class is: 8.